The task is: Predict the reactants needed to synthesize the given product.. This data is from Full USPTO retrosynthesis dataset with 1.9M reactions from patents (1976-2016). (1) Given the product [I:13][C:10]1[CH:9]=[CH:8][C:7]([CH:6]=[CH:5][C:4]([OH:14])=[O:3])=[CH:12][CH:11]=1, predict the reactants needed to synthesize it. The reactants are: C([O:3][C:4](=[O:14])[CH:5]=[CH:6][C:7]1[CH:12]=[CH:11][C:10]([I:13])=[CH:9][CH:8]=1)C.O.[OH-].[Li+]. (2) Given the product [CH3:1][O:2][C:3](=[O:25])[CH2:4][CH2:5][C:6]1[CH:7]=[CH:8][C:9]([C:12]([N:14]2[CH2:20][CH2:19][CH2:18][CH2:17][C:16]3[CH:21]=[CH:22][CH:23]=[CH:24][C:15]2=3)=[O:13])=[CH:10][CH:11]=1, predict the reactants needed to synthesize it. The reactants are: [CH3:1][O:2][C:3](=[O:25])/[CH:4]=[CH:5]/[C:6]1[CH:11]=[CH:10][C:9]([C:12]([N:14]2[CH2:20][CH2:19][CH2:18][CH2:17][C:16]3[CH:21]=[CH:22][CH:23]=[CH:24][C:15]2=3)=[O:13])=[CH:8][CH:7]=1. (3) The reactants are: [Br:1][C:2]1[C:3]([NH2:14])=[N:4][CH:5]=[C:6]([C:8]2[CH:13]=[CH:12][CH:11]=[CH:10][CH:9]=2)[CH:7]=1.[CH3:15][O:16][C:17](=[O:22])[C:18]([CH2:20]Br)=O. Given the product [CH3:15][O:16][C:17]([C:18]1[N:14]=[C:3]2[C:2]([Br:1])=[CH:7][C:6]([C:8]3[CH:13]=[CH:12][CH:11]=[CH:10][CH:9]=3)=[CH:5][N:4]2[CH:20]=1)=[O:22], predict the reactants needed to synthesize it. (4) Given the product [CH3:1][C:2]1[S:3][C:4]2[CH:10]=[CH:9][C:8]([NH:11][CH2:13][C:14]([C:16]3([CH3:19])[CH2:18][CH2:17]3)=[O:15])=[CH:7][C:5]=2[N:6]=1, predict the reactants needed to synthesize it. The reactants are: [CH3:1][C:2]1[S:3][C:4]2[CH:10]=[CH:9][C:8]([NH2:11])=[CH:7][C:5]=2[N:6]=1.Br[CH2:13][C:14]([C:16]1([CH3:19])[CH2:18][CH2:17]1)=[O:15].C(=O)([O-])[O-].[Na+].[Na+]. (5) Given the product [O:34]=[C:14]([C@H:2]([CH2:3][C:4]1[CH:5]=[C:6]([OH:7])[C:8]([OH:9])=[CH:10][CH:11]=1)[NH2:1])[OH:23], predict the reactants needed to synthesize it. The reactants are: [NH2:1][CH2:2][CH2:3][C:4]1[CH:11]=[CH:10][C:8]([OH:9])=[C:6]([OH:7])[CH:5]=1.C1C([C@@H](O)CN)=CC(O)=[C:14]([OH:23])C=1.CNC[C@H](O)C1C=CC(O)=C([OH:34])C=1. (6) Given the product [CH2:1]([C:5]1[N:6]=[C:7]([NH:30][NH2:31])[NH:8][C:9](=[O:26])[C:10]=1[CH2:11][C:12]1[CH:17]=[CH:16][C:15]([C:18]2[C:19]([C:24]#[N:25])=[CH:20][CH:21]=[CH:22][CH:23]=2)=[CH:14][CH:13]=1)[CH2:2][CH2:3][CH3:4], predict the reactants needed to synthesize it. The reactants are: [CH2:1]([C:5]1[N:6]=[C:7](SC)[NH:8][C:9](=[O:26])[C:10]=1[CH2:11][C:12]1[CH:17]=[CH:16][C:15]([C:18]2[C:19]([C:24]#[N:25])=[CH:20][CH:21]=[CH:22][CH:23]=2)=[CH:14][CH:13]=1)[CH2:2][CH2:3][CH3:4].O.[NH2:30][NH2:31]. (7) Given the product [CH:1]1[C:11]2[CH2:10][CH2:9][C:8]3[CH:12]=[CH:13][CH:14]=[CH:15][C:7]=3[CH:6]([CH2:16][C:17]([C:24]3[CH:29]=[CH:28][N:27]=[CH:26][CH:25]=3)=[O:18])[C:5]=2[CH:4]=[CH:3][CH:2]=1, predict the reactants needed to synthesize it. The reactants are: [CH:1]1[C:11]2[CH2:10][CH2:9][C:8]3[CH:12]=[CH:13][CH:14]=[CH:15][C:7]=3[CH:6]([CH2:16][C:17](N(OC)C)=[O:18])[C:5]=2[CH:4]=[CH:3][CH:2]=1.I[C:24]1[CH:29]=[CH:28][N:27]=[CH:26][CH:25]=1.